The task is: Regression. Given two drug SMILES strings and cell line genomic features, predict the synergy score measuring deviation from expected non-interaction effect.. This data is from Merck oncology drug combination screen with 23,052 pairs across 39 cell lines. (1) Cell line: A2058. Drug 2: Cc1nc(Nc2ncc(C(=O)Nc3c(C)cccc3Cl)s2)cc(N2CCN(CCO)CC2)n1. Synergy scores: synergy=50.9. Drug 1: C#Cc1cccc(Nc2ncnc3cc(OCCOC)c(OCCOC)cc23)c1. (2) Drug 1: N#Cc1ccc(Cn2cncc2CN2CCN(c3cccc(Cl)c3)C(=O)C2)cc1. Drug 2: Cn1cc(-c2cnn3c(N)c(Br)c(C4CCCNC4)nc23)cn1. Cell line: SKOV3. Synergy scores: synergy=3.37. (3) Drug 1: O=P1(N(CCCl)CCCl)NCCCO1. Drug 2: COC1CC2CCC(C)C(O)(O2)C(=O)C(=O)N2CCCCC2C(=O)OC(C(C)CC2CCC(OP(C)(C)=O)C(OC)C2)CC(=O)C(C)C=C(C)C(O)C(OC)C(=O)C(C)CC(C)C=CC=CC=C1C. Cell line: UACC62. Synergy scores: synergy=16.0. (4) Drug 1: O=S1(=O)NC2(CN1CC(F)(F)F)C1CCC2Cc2cc(C=CCN3CCC(C(F)(F)F)CC3)ccc2C1. Drug 2: NC1(c2ccc(-c3nc4ccn5c(=O)[nH]nc5c4cc3-c3ccccc3)cc2)CCC1. Cell line: OCUBM. Synergy scores: synergy=8.48. (5) Drug 1: COc1cc(C2c3cc4c(cc3C(OC3OC5COC(C)OC5C(O)C3O)C3COC(=O)C23)OCO4)cc(OC)c1O. Drug 2: CCc1cnn2c(NCc3ccc[n+]([O-])c3)cc(N3CCCCC3CCO)nc12. Cell line: SW837. Synergy scores: synergy=-15.6. (6) Drug 1: O=S1(=O)NC2(CN1CC(F)(F)F)C1CCC2Cc2cc(C=CCN3CCC(C(F)(F)F)CC3)ccc2C1. Drug 2: CCN(CC)CCNC(=O)c1c(C)[nH]c(C=C2C(=O)Nc3ccc(F)cc32)c1C. Cell line: SW620. Synergy scores: synergy=8.03. (7) Drug 1: O=P1(N(CCCl)CCCl)NCCCO1. Drug 2: O=C(O)C1(Cc2cccc(Nc3nccs3)n2)CCC(Oc2cccc(Cl)c2F)CC1. Cell line: SW620. Synergy scores: synergy=1.46. (8) Drug 1: Cn1nnc2c(C(N)=O)ncn2c1=O. Drug 2: COC1=C2CC(C)CC(OC)C(O)C(C)C=C(C)C(OC(N)=O)C(OC)C=CC=C(C)C(=O)NC(=CC1=O)C2=O. Cell line: A375. Synergy scores: synergy=-6.33.